From a dataset of Experimentally validated miRNA-target interactions with 360,000+ pairs, plus equal number of negative samples. Binary Classification. Given a miRNA mature sequence and a target amino acid sequence, predict their likelihood of interaction. (1) The miRNA is hsa-miR-3171 with sequence AGAUGUAUGGAAUCUGUAUAUAUC. The protein sequence of the target gene is MYLVAGGRGLAGCGHLSVSLLGLLLLLARSGTRALVCLPCDESKCEEPRSCPGSIVQGVCGCCYMCARQRNESCGGAYGLHGACDRGLRCVIRPPLNGDSITEYEVGVCEDEDWDDDQLIGFEPCNENLISGCNIINGKCECGTIRTCNNPFEFPRKDMCLSALKRIEEEKPDCSKARCEVRFSPRCPEDSILIEGYAPPGECCPLPSRCVCDPAGCLRKVCQPGYLNILVSKASGKPGECCDLYECKPVFSVDCSTVECPPVQQAVCPLDSYETQVRLTADGCCTLPARCECLSGLCGF.... Result: 0 (no interaction). (2) The miRNA is hsa-miR-548aj-3p with sequence UAAAAACUGCAAUUACUUUUA. The protein sequence of the target gene is MRRFLRPGHDPVRERLKRDLFQFNKTVEHGFPHQPSALGYSPSLRILAIGTRSGAIKLYGAPGVEFMGLHQENNAVTQIHLLPGQCQLVTLLDDNSLHLWSLKVKGGASELQEDESFTLRGPPGAAPSATQITVVLPHSSCELLYLGTESGNVFVVQLPAFRALEDRTISSDAVLQRLPEEARHRRVFEMVEALQEHPRDPNQILIGYSRGLVVIWDLQGSRVLYHFLSSQQLENIWWQRDGRLLVSCHSDGSYCQWPVSSEAQQPEPLRSLVPYGPFPCKAITRILWLTTRQGLPFTIF.... Result: 1 (interaction). (3) The miRNA is hsa-miR-4711-3p with sequence CGUGUCUUCUGGCUUGAU. The protein sequence of the target gene is MAAPEPLRPRLCRLVRGEQGYGFHLHGEKGRRGQFIRRVEPGSPAEAAALRAGDRLVEVNGVNVEGETHHQVVQRIKAVEGQTRLLVVDQETDEELRRRQLTCTEEMAQRGLPPAHDPWEPKPDWAHTGSHSSEAGKKDVSGPLRELRPRLCHLRKGPQGYGFNLHSDKSRPGQYIRSVDPGSPAARSGLRAQDRLIEVNGQNVEGLRHAEVVASIKAREDEARLLVVDPETDEHFKRLRVTPTEEHVEGPLPSPVTNGTSPAQLNGGSACSSRSDLPGSDKDTEDGSAWKQDPFQESGL.... Result: 1 (interaction). (4) Result: 0 (no interaction). The miRNA is mmu-miR-3098-3p with sequence UUCUGCUGCCUGCCUUUAGGA. The protein sequence of the target gene is MAATTANPEMTSDVPSLGPTIASGNPGPGIQGGGAVVQRAIKRRSGLDFDDEGEVNSKFLRCDDEQMCNDKERFARSDDEQSSADKERLARENHSEIERRRRNKMTAYITELSDMVPTCSALARKPDKLTILRMAVSHMKSLRGTGNTSTDGSYKPSFLTDQELKHLILEAADGFLFIVSCETGRVVYVSDSVTPVLNQPQSEWFGSTLYDQVHPDDVDKLREQLSTSENALTGRILDLKTGTVKKEGQQSSMRMCMGSRRSFICRMRCGTSSVDPVSMNRLSFLRNRCRNGLGSVKEGE.... (5) The miRNA is cel-miR-52-5p with sequence CACCCGUACAUAUGUUUCCGUGCU. The protein sequence of the target gene is MAASALYACTKCTQRYPFEELSQGQQLCKECRIAHPIVKCTYCRSEFQQESKTNTICKKCAQNVKQFGTPKPCQYCNIIAAFIGTKCQRCTNSEKKYGAPQTCEQCKQQCAFDRKEEGRRKVDGKLLCWLCTLSYKRVLQKTKEQRKSLGSSHSNSSSSSLTEKDQHHSKHHHHHHHHHHRHSSGHHKVSSLSPEQEQGLWKQSHKSSAAIQNETPKKKPKLESKPSNGDSSSINQSADSGGTDNFVLISQLKEEVMSLKRLLQQRDQTILEKDKKLTELKADFQYQESNLRTKMNSMEK.... Result: 0 (no interaction). (6) The miRNA is hsa-miR-8078 with sequence GGUCUAGGCCCGGUGAGAGACUC. The protein sequence of the target gene is MAAGGGGSCDPLAPAGVPCAFSPHSQAYFALASTDGHLRVWETANNRLHQEYVPSAHLSGTCTCLAWAPARLQAKESPQRKKRKSEAVGMSNQTDLLALGTAVGSILLYSTVKGELHSKLISGGHDNRVNCIQWHQDSGCLYSCSDDKHIVEWNVQTCKVKCKWKGDNSSVSSLCISPDGKMLLSAGRTIKLWVLETKEVYRHFTGHATPVSSLMFTTIRPPNESQPFDGITGLYFLSGAVHDRLLNVWQVRSENKEKSAVMSFTVTDEPVYIDLTLSENKEEPVKLAVVCRDGQVHLFE.... Result: 0 (no interaction).